This data is from Full USPTO retrosynthesis dataset with 1.9M reactions from patents (1976-2016). The task is: Predict the reactants needed to synthesize the given product. (1) Given the product [F:37][C:34]([F:35])([F:36])[C:26]1[CH:25]=[C:24]([C@H:22]([O:21][C@H:11]2[CH2:10][N:9]3[C@@H:13]([CH:5]([OH:4])[CH2:6][CH2:7][C:8]3=[O:38])[C@@H:12]2[C:14]2[CH:15]=[CH:16][C:17]([F:20])=[CH:18][CH:19]=2)[CH3:23])[CH:29]=[C:28]([C:30]([F:31])([F:32])[F:33])[CH:27]=1, predict the reactants needed to synthesize it. The reactants are: C([O:4][CH:5]1[CH:13]2[N:9]([CH2:10][CH:11]([O:21][C@@H:22]([C:24]3[CH:29]=[C:28]([C:30]([F:33])([F:32])[F:31])[CH:27]=[C:26]([C:34]([F:37])([F:36])[F:35])[CH:25]=3)[CH3:23])[CH:12]2[C:14]2[CH:19]=[CH:18][C:17]([F:20])=[CH:16][CH:15]=2)[C:8](=[O:38])[CH2:7][CH2:6]1)(=O)C.C([O-])([O-])=O.[K+].[K+]. (2) Given the product [CH3:31][C:2]([CH3:1])([CH3:32])[C:3]#[C:4][C:5]1[S:9][C:8]([C:10]([OH:12])=[O:11])=[C:7]([N:13]([CH2:23][CH2:24][P:25]([OH:28])([CH3:27])=[O:26])[C:14]([CH:16]2[CH2:17][CH2:18][CH:19]([CH3:22])[CH2:20][CH2:21]2)=[O:15])[CH:6]=1, predict the reactants needed to synthesize it. The reactants are: [CH3:1][C:2]([CH3:32])([CH3:31])[C:3]#[C:4][C:5]1[S:9][C:8]([C:10]([OH:12])=[O:11])=[C:7]([N:13]([CH2:23][CH2:24][P:25]([O:28]CC)([CH3:27])=[O:26])[C:14]([CH:16]2[CH2:21][CH2:20][CH:19]([CH3:22])[CH2:18][CH2:17]2)=[O:15])[CH:6]=1.[Si](I)(C)(C)C.N1C(C)=CC=CC=1C. (3) Given the product [CH3:1][O:2][C:3]1[CH:4]=[CH:5][C:6]2[C:19]3[CH:18]=[CH:17][C:16]([S:22]([OH:24])(=[O:23])=[O:21])=[CH:15][C:14]=3[C:13](=[O:20])[C:12]3[C:7]=2[C:8]=1[CH:9]=[CH:10][CH:11]=3, predict the reactants needed to synthesize it. The reactants are: [CH3:1][O:2][C:3]1[CH:4]=[CH:5][C:6]2[C:19]3[CH:18]=[CH:17][CH:16]=[CH:15][C:14]=3[C:13](=[O:20])[C:12]3[C:7]=2[C:8]=1[CH:9]=[CH:10][CH:11]=3.[OH:21][S:22](O)(=[O:24])=[O:23].O=S(=O)=O. (4) Given the product [N:1]1[CH:6]=[CH:5][CH:4]=[CH:3][C:2]=1[O:7][CH2:8][C:9]1[CH:16]=[CH:15][C:12]([CH:13]2[O:14][CH:23]2[C:24]([O:26][CH3:27])=[O:25])=[CH:11][CH:10]=1, predict the reactants needed to synthesize it. The reactants are: [N:1]1[CH:6]=[CH:5][CH:4]=[CH:3][C:2]=1[O:7][CH2:8][C:9]1[CH:16]=[CH:15][C:12]([CH:13]=[O:14])=[CH:11][CH:10]=1.O1CCCC1.Cl[CH2:23][C:24]([O:26][CH3:27])=[O:25].C[O-].[Na+]. (5) The reactants are: C[O:2][C:3]([C:5]1[CH:10]=[CH:9][CH:8]=[C:7]([CH2:11][O:12][C:13]2[CH:18]=[CH:17][C:16](I)=[CH:15][CH:14]=2)[N:6]=1)=[O:4].C(=O)([O-])[O-].[K+].[K+].[CH3:26][O:27][CH2:28][C:29]1[CH:34]=[CH:33][CH:32]=[CH:31][C:30]=1B(O)O.[OH-].[K+]. Given the product [CH3:26][O:27][CH2:28][C:29]1[CH:34]=[CH:33][CH:32]=[CH:31][C:30]=1[C:16]1[CH:17]=[CH:18][C:13]([O:12][CH2:11][C:7]2[N:6]=[C:5]([C:3]([OH:2])=[O:4])[CH:10]=[CH:9][CH:8]=2)=[CH:14][CH:15]=1, predict the reactants needed to synthesize it. (6) Given the product [Cl:33][C:10]1[CH:11]=[C:12]2[C:7](=[CH:8][CH:9]=1)[CH:6]=[C:5]([CH2:4][C:3]([OH:34])=[O:2])[C:14]([CH3:15])=[C:13]2[C:16]1[CH:17]=[CH:18][C:19]([NH:22][S:23]([C:26]2[C:27]([CH3:32])=[CH:28][CH:29]=[CH:30][CH:31]=2)(=[O:24])=[O:25])=[CH:20][CH:21]=1, predict the reactants needed to synthesize it. The reactants are: C[O:2][C:3](=[O:34])[CH2:4][C:5]1[C:14]([CH3:15])=[C:13]([C:16]2[CH:21]=[CH:20][C:19]([NH:22][S:23]([C:26]3[C:27]([CH3:32])=[CH:28][CH:29]=[CH:30][CH:31]=3)(=[O:25])=[O:24])=[CH:18][CH:17]=2)[C:12]2[C:7](=[CH:8][CH:9]=[C:10]([Cl:33])[CH:11]=2)[CH:6]=1.[OH-].[Na+].